This data is from Forward reaction prediction with 1.9M reactions from USPTO patents (1976-2016). The task is: Predict the product of the given reaction. (1) Given the reactants [BH4-].[Na+].[Cl:3][CH2:4][C:5]([NH:7][CH:8]1[C:17](=[O:18])[C:16]2[C:11](=[CH:12][CH:13]=[CH:14][CH:15]=2)[O:10][CH2:9]1)=[O:6].O.Cl, predict the reaction product. The product is: [Cl:3][CH2:4][C:5]([NH:7][C@H:8]1[C@H:17]([OH:18])[C:16]2[C:11](=[CH:12][CH:13]=[CH:14][CH:15]=2)[O:10][CH2:9]1)=[O:6]. (2) Given the reactants [C:1]([NH:20][C@H:21]([C:25]([O:27][CH3:28])=[O:26])[C@@H:22]([CH3:24])[OH:23])([C:14]1[CH:19]=[CH:18][CH:17]=[CH:16][CH:15]=1)([C:8]1[CH:13]=[CH:12][CH:11]=[CH:10][CH:9]=1)[C:2]1[CH:7]=[CH:6][CH:5]=[CH:4][CH:3]=1.[C:29](O)(=[O:36])[C:30]1[CH:35]=[CH:34][CH:33]=[CH:32][CH:31]=1.C1(P(C2C=CC=CC=2)C2C=CC=CC=2)C=CC=CC=1.CCOC(/N=N/C(OCC)=O)=O.C1(C)C=CC=CC=1.C([O-])(O)=O.[Na+], predict the reaction product. The product is: [C:29]([O:23][C@@H:22]([CH3:24])[C@@H:21]([C:25]([O:27][CH3:28])=[O:26])[NH:20][C:1]([C:8]1[CH:13]=[CH:12][CH:11]=[CH:10][CH:9]=1)([C:14]1[CH:15]=[CH:16][CH:17]=[CH:18][CH:19]=1)[C:2]1[CH:3]=[CH:4][CH:5]=[CH:6][CH:7]=1)(=[O:36])[C:30]1[CH:35]=[CH:34][CH:33]=[CH:32][CH:31]=1. (3) Given the reactants Cl.[NH2:2][CH2:3][C:4]([NH2:6])=[O:5].C(N(CC)CC)C.S=[C:15]1[CH2:19][S:18][C:17](=[O:20])[NH:16]1, predict the reaction product. The product is: [O:20]=[C:17]1[N:16]=[C:15]([NH:2][CH2:3][C:4]([NH2:6])=[O:5])[CH2:19][S:18]1. (4) Given the reactants [F:1][C:2]1[CH:7]=[CH:6][CH:5]=[C:4]([NH:8][CH3:9])[C:3]=1[NH2:10].[Cl:11][CH2:12][C:13](O)=O.[NH4+].[OH-], predict the reaction product. The product is: [Cl:11][CH2:12][C:13]1[N:8]([CH3:9])[C:4]2[CH:5]=[CH:6][CH:7]=[C:2]([F:1])[C:3]=2[N:10]=1. (5) Given the reactants [F:1][C:2]1[CH:7]=[CH:6][CH:5]=[C:4]([F:8])[C:3]=1[CH2:9][S:10]([C:13]1[CH2:17][C:16]([CH3:19])([CH3:18])[O:15][N:14]=1)(=[O:12])=[O:11].[F:20][C:21]1[CH:28]=[CH:27][C:24]([CH2:25]Br)=[CH:23][CH:22]=1, predict the reaction product. The product is: [F:8][C:4]1[CH:5]=[CH:6][CH:7]=[C:2]([F:1])[C:3]=1[CH:9]([S:10]([C:13]1[CH2:17][C:16]([CH3:19])([CH3:18])[O:15][N:14]=1)(=[O:11])=[O:12])[CH2:25][C:24]1[CH:27]=[CH:28][C:21]([F:20])=[CH:22][CH:23]=1. (6) Given the reactants Cl[C:2]1[CH:7]=[C:6]([CH2:8][O:9][CH3:10])[N:5]=[C:4]([C:11]2[CH:16]=[CH:15][CH:14]=[C:13]([CH3:17])[CH:12]=2)[N:3]=1.[CH3:18][O:19][C:20]1[CH:25]=[CH:24][C:23]([NH2:26])=[CH:22][CH:21]=1.Cl, predict the reaction product. The product is: [CH3:18][O:19][C:20]1[CH:25]=[CH:24][C:23]([NH:26][C:2]2[CH:7]=[C:6]([CH2:8][O:9][CH3:10])[N:5]=[C:4]([C:11]3[CH:16]=[CH:15][CH:14]=[C:13]([CH3:17])[CH:12]=3)[N:3]=2)=[CH:22][CH:21]=1. (7) Given the reactants CC(O)=O.COC1CCC(OC)O1.[F:14][C:15]([F:20])([F:19])[C:16](O)=O.FC1C=CC=CC=1C1N(C2C=CC(OC(F)F)=CC=2)C(=O)C(NC2C=CC(OC(F)F)=CC=2)=C1.[F:55][CH:56]([F:78])[O:57][C:58]1[CH:63]=[CH:62][C:61]([N:64]2[CH:68]([C:69]3[CH:74]=[CH:73][CH:72]=[CH:71][C:70]=3[F:75])[CH2:67][C:66](=O)[C:65]2=[O:77])=[CH:60][CH:59]=1.[CH3:79][C:80]([NH2:92])([C:82]1[CH:87]=[CH:86][CH:85]=C(C(F)(F)F)[N:83]=1)[CH3:81], predict the reaction product. The product is: [CH3:79][C:80]([NH:92][C:66]1[C:65](=[O:77])[N:64]([C:61]2[CH:62]=[CH:63][C:58]([O:57][CH:56]([F:78])[F:55])=[CH:59][CH:60]=2)[CH:68]([C:69]2[CH:74]=[CH:73][CH:72]=[CH:71][C:70]=2[F:75])[CH:67]=1)([C:82]1[CH:87]=[CH:86][CH:85]=[C:16]([C:15]([F:20])([F:19])[F:14])[N:83]=1)[CH3:81].